Task: Predict the reactants needed to synthesize the given product.. Dataset: Full USPTO retrosynthesis dataset with 1.9M reactions from patents (1976-2016) (1) Given the product [Cl:15][C:10]1[CH:9]=[C:8]([C:6]2[CH:5]=[C:4]([CH3:16])[N:3]=[C:2]([N:21]3[CH:22]=[C:18]([I:17])[N:19]=[CH:20]3)[N:7]=2)[CH:13]=[CH:12][C:11]=1[Cl:14], predict the reactants needed to synthesize it. The reactants are: Cl[C:2]1[N:7]=[C:6]([C:8]2[CH:13]=[CH:12][C:11]([Cl:14])=[C:10]([Cl:15])[CH:9]=2)[CH:5]=[C:4]([CH3:16])[N:3]=1.[I:17][C:18]1[N:19]=[CH:20][NH:21][CH:22]=1. (2) The reactants are: [NH2:1][CH:2]([C:5]1[CH:10]=[CH:9][C:8]([CH3:11])=[CH:7][CH:6]=1)[CH2:3][OH:4].[N:12]([C:15]1[CH:20]=[CH:19][C:18]([C:21]2[N:25]=[CH:24][N:23]([C:26]3[CH:31]=[CH:30][C:29]([C:32]([F:35])([F:34])[F:33])=[CH:28][CH:27]=3)[N:22]=2)=[CH:17][CH:16]=1)=[C:13]=[S:14]. Given the product [OH:4][CH2:3][CH:2]([NH:1][C:13]([NH:12][C:15]1[CH:20]=[CH:19][C:18]([C:21]2[N:25]=[CH:24][N:23]([C:26]3[CH:31]=[CH:30][C:29]([C:32]([F:35])([F:33])[F:34])=[CH:28][CH:27]=3)[N:22]=2)=[CH:17][CH:16]=1)=[S:14])[C:5]1[CH:10]=[CH:9][C:8]([CH3:11])=[CH:7][CH:6]=1, predict the reactants needed to synthesize it. (3) Given the product [Cl:33][C:30]1[CH:31]=[CH:32][C:23]([NH:22][C:8](=[O:10])[C:7]2[CH:11]=[CH:12][CH:13]=[C:5]([S:2](=[O:3])(=[O:4])[NH:19][C:18]3[CH:20]=[CH:21][C:15]([Cl:14])=[CH:16][CH:17]=3)[CH:6]=2)=[C:24]([CH:29]=1)[C:25]([OH:27])=[O:26], predict the reactants needed to synthesize it. The reactants are: Cl[S:2]([C:5]1[CH:6]=[C:7]([CH:11]=[CH:12][CH:13]=1)[C:8]([OH:10])=O)(=[O:4])=[O:3].[Cl:14][C:15]1[CH:21]=[CH:20][C:18]([NH2:19])=[CH:17][CH:16]=1.[NH2:22][C:23]1[CH:32]=[CH:31][C:30]([Cl:33])=[CH:29][C:24]=1[C:25]([O:27]C)=[O:26]. (4) Given the product [NH2:18][C:19]1[C:20]([C:21]#[N:22])=[C:23]([C:41]2[CH:42]=[C:43]([NH:47][C:9](=[O:11])[CH2:8][CH2:7][N:1]3[CH2:2][CH2:3][CH2:4][CH2:5][CH2:6]3)[CH:44]=[CH:45][CH:46]=2)[CH:24]=[C:25]([C:27]2[CH:32]=[CH:31][CH:30]=[CH:29][C:28]=2[O:33][Si:34]([C:37]([CH3:40])([CH3:39])[CH3:38])([CH3:35])[CH3:36])[N:26]=1, predict the reactants needed to synthesize it. The reactants are: [N:1]1([CH2:7][CH2:8][C:9]([OH:11])=O)[CH2:6][CH2:5][CH2:4][CH2:3][CH2:2]1.C(Cl)(=O)C(Cl)=O.[NH2:18][C:19]1[N:26]=[C:25]([C:27]2[CH:32]=[CH:31][CH:30]=[CH:29][C:28]=2[O:33][Si:34]([C:37]([CH3:40])([CH3:39])[CH3:38])([CH3:36])[CH3:35])[CH:24]=[C:23]([C:41]2[CH:46]=[CH:45][CH:44]=[C:43]([NH2:47])[CH:42]=2)[C:20]=1[C:21]#[N:22]. (5) Given the product [Cl:1][C:2]1[CH:3]=[CH:4][C:5]([O:28][CH2:29][CH:30]([CH3:32])[CH3:31])=[C:6]([CH2:8][N:9]2[C:13]([CH3:14])=[CH:12][C:11]([C:15]([NH:17][C:18]3[CH:19]=[CH:20][C:21]([CH2:24][OH:25])=[CH:22][N:23]=3)=[O:16])=[N:10]2)[CH:7]=1, predict the reactants needed to synthesize it. The reactants are: [Cl:1][C:2]1[CH:3]=[CH:4][C:5]([O:28][CH2:29][CH:30]([CH3:32])[CH3:31])=[C:6]([CH2:8][N:9]2[C:13]([CH3:14])=[CH:12][C:11]([C:15]([NH:17][C:18]3[N:23]=[CH:22][C:21]([C:24](OC)=[O:25])=[CH:20][CH:19]=3)=[O:16])=[N:10]2)[CH:7]=1.[H-].[Al+3].[Li+].[H-].[H-].[H-].